This data is from NCI-60 drug combinations with 297,098 pairs across 59 cell lines. The task is: Regression. Given two drug SMILES strings and cell line genomic features, predict the synergy score measuring deviation from expected non-interaction effect. (1) Drug 1: CCN(CC)CCNC(=O)C1=C(NC(=C1C)C=C2C3=C(C=CC(=C3)F)NC2=O)C. Drug 2: C1C(C(OC1N2C=NC3=C2NC=NCC3O)CO)O. Cell line: NCI-H460. Synergy scores: CSS=-0.790, Synergy_ZIP=0.609, Synergy_Bliss=-0.893, Synergy_Loewe=-0.600, Synergy_HSA=-4.45. (2) Drug 1: CCCCC(=O)OCC(=O)C1(CC(C2=C(C1)C(=C3C(=C2O)C(=O)C4=C(C3=O)C=CC=C4OC)O)OC5CC(C(C(O5)C)O)NC(=O)C(F)(F)F)O. Drug 2: C1CN1C2=NC(=NC(=N2)N3CC3)N4CC4. Cell line: SK-OV-3. Synergy scores: CSS=29.6, Synergy_ZIP=-0.489, Synergy_Bliss=8.56, Synergy_Loewe=-6.73, Synergy_HSA=1.84. (3) Drug 1: C1=NC2=C(N1)C(=S)N=C(N2)N. Drug 2: N.N.Cl[Pt+2]Cl. Cell line: NCI-H226. Synergy scores: CSS=-1.16, Synergy_ZIP=-5.19, Synergy_Bliss=-3.64, Synergy_Loewe=-15.1, Synergy_HSA=-5.30. (4) Drug 1: CC(CN1CC(=O)NC(=O)C1)N2CC(=O)NC(=O)C2. Drug 2: CC1=C(C=C(C=C1)NC(=O)C2=CC=C(C=C2)CN3CCN(CC3)C)NC4=NC=CC(=N4)C5=CN=CC=C5. Cell line: HOP-92. Synergy scores: CSS=14.9, Synergy_ZIP=-5.38, Synergy_Bliss=-2.44, Synergy_Loewe=-1.25, Synergy_HSA=-1.12. (5) Drug 1: CC1C(C(=O)NC(C(=O)N2CCCC2C(=O)N(CC(=O)N(C(C(=O)O1)C(C)C)C)C)C(C)C)NC(=O)C3=C4C(=C(C=C3)C)OC5=C(C(=O)C(=C(C5=N4)C(=O)NC6C(OC(=O)C(N(C(=O)CN(C(=O)C7CCCN7C(=O)C(NC6=O)C(C)C)C)C)C(C)C)C)N)C. Drug 2: CCC1(CC2CC(C3=C(CCN(C2)C1)C4=CC=CC=C4N3)(C5=C(C=C6C(=C5)C78CCN9C7C(C=CC9)(C(C(C8N6C)(C(=O)OC)O)OC(=O)C)CC)OC)C(=O)OC)O.OS(=O)(=O)O. Synergy scores: CSS=34.7, Synergy_ZIP=-8.14, Synergy_Bliss=-8.31, Synergy_Loewe=-2.93, Synergy_HSA=-7.76. Cell line: HL-60(TB). (6) Drug 1: CNC(=O)C1=CC=CC=C1SC2=CC3=C(C=C2)C(=NN3)C=CC4=CC=CC=N4. Drug 2: CN(C(=O)NC(C=O)C(C(C(CO)O)O)O)N=O. Cell line: SNB-75. Synergy scores: CSS=0.290, Synergy_ZIP=-1.59, Synergy_Bliss=-3.47, Synergy_Loewe=-2.67, Synergy_HSA=-2.58. (7) Drug 1: CC1=C(N=C(N=C1N)C(CC(=O)N)NCC(C(=O)N)N)C(=O)NC(C(C2=CN=CN2)OC3C(C(C(C(O3)CO)O)O)OC4C(C(C(C(O4)CO)O)OC(=O)N)O)C(=O)NC(C)C(C(C)C(=O)NC(C(C)O)C(=O)NCCC5=NC(=CS5)C6=NC(=CS6)C(=O)NCCC[S+](C)C)O. Drug 2: CC12CCC3C(C1CCC2O)C(CC4=C3C=CC(=C4)O)CCCCCCCCCS(=O)CCCC(C(F)(F)F)(F)F. Cell line: UACC62. Synergy scores: CSS=26.2, Synergy_ZIP=-13.8, Synergy_Bliss=-20.5, Synergy_Loewe=-18.8, Synergy_HSA=-16.9.